Dataset: Full USPTO retrosynthesis dataset with 1.9M reactions from patents (1976-2016). Task: Predict the reactants needed to synthesize the given product. (1) Given the product [Cl:12][C:13]1[CH:18]=[C:17]([Cl:19])[CH:16]=[CH:15][C:14]=1[C:20]([N:22]=[C:23]=[S:24])=[O:21].[Cl:12][C:13]1[CH:18]=[C:17]([Cl:19])[CH:16]=[CH:15][C:14]=1[C:20]([NH:22][C:23]([NH:44][C:43]1[CH:45]=[CH:46][C:40]([O:39][C:30]2[C:29]3[C:34](=[CH:35][C:36]([O:37][CH3:38])=[C:27]([O:26][CH3:25])[CH:28]=3)[N:33]=[CH:32][CH:31]=2)=[C:41]([CH3:48])[C:42]=1[CH3:47])=[S:24])=[O:21], predict the reactants needed to synthesize it. The reactants are: ClC1C=C(Cl)C=CC=1C(Cl)=O.[Cl:12][C:13]1[CH:18]=[C:17]([Cl:19])[CH:16]=[CH:15][C:14]=1[C:20]([N:22]=[C:23]=[S:24])=[O:21].[CH3:25][O:26][C:27]1[CH:28]=[C:29]2[C:34](=[CH:35][C:36]=1[O:37][CH3:38])[N:33]=[CH:32][CH:31]=[C:30]2[O:39][C:40]1[CH:46]=[CH:45][C:43]([NH2:44])=[C:42]([CH3:47])[C:41]=1[CH3:48].C1(C)C=CC=CC=1. (2) The reactants are: [Si]([O:18][CH2:19][C:20]([F:36])([CH3:35])[CH2:21][NH:22][C@H:23]([CH3:34])[CH2:24][C:25]1[C:33]2[C:28](=[CH:29][CH:30]=[CH:31][CH:32]=2)[NH:27][CH:26]=1)(C(C)(C)C)(C1C=CC=CC=1)C1C=CC=CC=1.O.[F-].C([N+](CCCC)(CCCC)CCCC)CCC. Given the product [NH:27]1[C:28]2[C:33](=[CH:32][CH:31]=[CH:30][CH:29]=2)[C:25]([CH2:24][C@H:23]([NH:22][CH2:21][C:20]([F:36])([CH3:35])[CH2:19][OH:18])[CH3:34])=[CH:26]1, predict the reactants needed to synthesize it.